From a dataset of Full USPTO retrosynthesis dataset with 1.9M reactions from patents (1976-2016). Predict the reactants needed to synthesize the given product. (1) Given the product [CH3:11][O:10][C:1](=[O:9])[C:2]1[CH:8]=[CH:7][CH:6]=[CH:5][C:3]=1[NH:4][S:19]([C:22]1[CH:28]=[CH:27][C:25]([CH3:26])=[CH:24][CH:23]=1)(=[O:21])=[O:20], predict the reactants needed to synthesize it. The reactants are: [C:1]([O:10][CH3:11])(=[O:9])[C:2]1[C:3](=[CH:5][CH:6]=[CH:7][CH:8]=1)[NH2:4].C(N(CC)CC)C.[S:19](Cl)([C:22]1[CH:28]=[CH:27][C:25]([CH3:26])=[CH:24][CH:23]=1)(=[O:21])=[O:20]. (2) Given the product [NH2:8][C@@H:9]([CH2:18]/[CH:19]=[CH:20]/[C:21]1[CH:22]=[CH:23][C:24]([NH:27][C:28](=[O:57])[C:29]2[CH:34]=[CH:33][C:32]([NH:35][C:36]3[N:45]=[CH:44][C:43]4[N:42]([CH3:46])[C:41](=[O:47])[C@@H:40]([CH2:48][CH3:49])[N:39]([CH:50]5[CH2:51][CH2:52][CH2:53][CH2:54]5)[C:38]=4[N:37]=3)=[C:31]([O:55][CH3:56])[CH:30]=2)=[CH:25][CH:26]=1)[C:10]([O:12][CH:13]1[CH2:14][CH2:15][CH2:16][CH2:17]1)=[O:11], predict the reactants needed to synthesize it. The reactants are: C(OC([NH:8][C@@H:9]([CH2:18]/[CH:19]=[CH:20]/[C:21]1[CH:26]=[CH:25][C:24]([NH:27][C:28](=[O:57])[C:29]2[CH:34]=[CH:33][C:32]([NH:35][C:36]3[N:45]=[CH:44][C:43]4[N:42]([CH3:46])[C:41](=[O:47])[C@@H:40]([CH2:48][CH3:49])[N:39]([CH:50]5[CH2:54][CH2:53][CH2:52][CH2:51]5)[C:38]=4[N:37]=3)=[C:31]([O:55][CH3:56])[CH:30]=2)=[CH:23][CH:22]=1)[C:10]([O:12][CH:13]1[CH2:17][CH2:16][CH2:15][CH2:14]1)=[O:11])=O)(C)(C)C.Cl.O1CCOCC1.